From a dataset of Forward reaction prediction with 1.9M reactions from USPTO patents (1976-2016). Predict the product of the given reaction. Given the reactants [CH2:1]([O:3][C:4]([C:6]1[N:7]=[C:8](Cl)[O:9][CH:10]=1)=[O:5])[CH3:2].[C:12]([C:14]1[CH:19]=[CH:18][C:17](B(O)O)=[CH:16][CH:15]=1)#[N:13], predict the reaction product. The product is: [CH2:1]([O:3][C:4]([C:6]1[N:7]=[C:8]([C:17]2[CH:18]=[CH:19][C:14]([C:12]#[N:13])=[CH:15][CH:16]=2)[O:9][CH:10]=1)=[O:5])[CH3:2].